Task: Regression. Given two drug SMILES strings and cell line genomic features, predict the synergy score measuring deviation from expected non-interaction effect.. Dataset: NCI-60 drug combinations with 297,098 pairs across 59 cell lines (1) Drug 1: C1=C(C(=O)NC(=O)N1)N(CCCl)CCCl. Drug 2: C1=NC2=C(N1)C(=S)N=C(N2)N. Cell line: RXF 393. Synergy scores: CSS=32.2, Synergy_ZIP=-0.815, Synergy_Bliss=2.35, Synergy_Loewe=-10.6, Synergy_HSA=6.86. (2) Synergy scores: CSS=54.0, Synergy_ZIP=-8.42, Synergy_Bliss=-10.1, Synergy_Loewe=-3.67, Synergy_HSA=-1.37. Cell line: CCRF-CEM. Drug 1: C1=C(C(=O)NC(=O)N1)N(CCCl)CCCl. Drug 2: CC1C(C(CC(O1)OC2CC(CC3=C2C(=C4C(=C3O)C(=O)C5=C(C4=O)C(=CC=C5)OC)O)(C(=O)CO)O)N)O.Cl. (3) Synergy scores: CSS=3.89, Synergy_ZIP=-1.12, Synergy_Bliss=-0.845, Synergy_Loewe=-1.54, Synergy_HSA=-1.75. Drug 2: C(=O)(N)NO. Cell line: NCI/ADR-RES. Drug 1: CCCS(=O)(=O)NC1=C(C(=C(C=C1)F)C(=O)C2=CNC3=C2C=C(C=N3)C4=CC=C(C=C4)Cl)F.